The task is: Predict the product of the given reaction.. This data is from Forward reaction prediction with 1.9M reactions from USPTO patents (1976-2016). Given the reactants [NH2:1][C:2]1[CH:3]=[CH:4][C:5]([Cl:18])=[C:6]([NH:8][C:9](=[O:17])[CH2:10][N:11]2[CH2:16][CH2:15][O:14][CH2:13][CH2:12]2)[CH:7]=1.[C:19]1([C:28]2[CH:33]=[CH:32][CH:31]=[CH:30][CH:29]=2)[CH:24]=[CH:23][C:22]([C:25](O)=[O:26])=[CH:21][CH:20]=1.F[P-](F)(F)(F)(F)F.N1(O[P+](N2CCCC2)(N2CCCC2)N2CCCC2)C2C=CC=CC=2N=N1.C(N(C(C)C)CC)(C)C, predict the reaction product. The product is: [Cl:18][C:5]1[CH:4]=[CH:3][C:2]([NH:1][C:25]([C:22]2[CH:23]=[CH:24][C:19]([C:28]3[CH:29]=[CH:30][CH:31]=[CH:32][CH:33]=3)=[CH:20][CH:21]=2)=[O:26])=[CH:7][C:6]=1[NH:8][C:9](=[O:17])[CH2:10][N:11]1[CH2:12][CH2:13][O:14][CH2:15][CH2:16]1.